This data is from Catalyst prediction with 721,799 reactions and 888 catalyst types from USPTO. The task is: Predict which catalyst facilitates the given reaction. (1) Reactant: [CH3:1][N:2]1[C@@H:18]2[CH2:19][C:7]3[CH:8]=[CH:9][C:10]([OH:22])=[C:11]4[O:12][C@H:13]5[C:14]([O:20]C)=[CH:15][CH:16]=[C:17]2[C@:5]5([C:6]=34)[CH2:4][CH2:3]1.S(=O)(=O)(O)[OH:24]. Product: [CH3:1][N:2]1[C@@H:18]2[CH2:19][C:7]3=[CH:8][CH:9]=[C:10]([OH:22])[C:11]4[O:12][C@H:13]5[C:14]([CH2:15][CH2:16][C@:17]2([OH:24])[C@:5]5([C:6]=43)[CH2:4][CH2:3]1)=[O:20]. The catalyst class is: 106. (2) Reactant: [NH2:1][C@@H:2]1[C:10]2[C:5](=[CH:6][CH:7]=[CH:8][CH:9]=2)[CH2:4][C@H:3]1[OH:11].C(N(CC)CC)C.[C:19]([Si:23]([CH3:26])([CH3:25])Cl)([CH3:22])([CH3:21])[CH3:20].O. Product: [C:19]([Si:23]([CH3:26])([CH3:25])[O:11][C@@H:3]1[CH2:4][C:5]2[C:10](=[CH:9][CH:8]=[CH:7][CH:6]=2)[C@H:2]1[NH2:1])([CH3:22])([CH3:21])[CH3:20]. The catalyst class is: 64. (3) Reactant: C[O:2][C:3](=[O:30])[CH2:4][CH2:5][C:6]([CH3:29])=[CH:7][CH2:8][C:9]1[C:10]([O:22][CH2:23][CH2:24][Si:25]([CH3:28])([CH3:27])[CH3:26])=[C:11]2[C:15](=[C:16]([CH3:20])[C:17]=1[O:18][CH3:19])[CH2:14][O:13][C:12]2=[O:21].[OH-].[Na+].Cl. Product: [CH3:19][O:18][C:17]1[C:16]([CH3:20])=[C:15]2[C:11]([C:12](=[O:21])[O:13][CH2:14]2)=[C:10]([O:22][CH2:23][CH2:24][Si:25]([CH3:27])([CH3:26])[CH3:28])[C:9]=1[CH2:8][CH:7]=[C:6]([CH3:29])[CH2:5][CH2:4][C:3]([OH:30])=[O:2]. The catalyst class is: 24. (4) Reactant: [CH2:1]([O:8][CH2:9][CH2:10][CH2:11][O:12][C:13]1[CH:18]=[CH:17][C:16]([CH:19]2[CH2:24][CH2:23][N:22]([C:25]([O:27][C:28]([CH3:31])([CH3:30])[CH3:29])=[O:26])[CH2:21][CH:20]2[O:32][CH2:33][C:34]2[CH:43]=[C:42]3[C:37]([CH:38]=[CH:39][CH:40]=[N:41]3)=[CH:36][CH:35]=2)=[CH:15][CH:14]=1)[C:2]1[CH:7]=[CH:6][CH:5]=[CH:4][CH:3]=1.[BH4-].[Na+]. Product: [CH2:1]([O:8][CH2:9][CH2:10][CH2:11][O:12][C:13]1[CH:14]=[CH:15][C:16]([CH:19]2[CH2:24][CH2:23][N:22]([C:25]([O:27][C:28]([CH3:31])([CH3:30])[CH3:29])=[O:26])[CH2:21][CH:20]2[O:32][CH2:33][C:34]2[CH:43]=[C:42]3[C:37]([CH2:38][CH2:39][CH2:40][NH:41]3)=[CH:36][CH:35]=2)=[CH:17][CH:18]=1)[C:2]1[CH:3]=[CH:4][CH:5]=[CH:6][CH:7]=1. The catalyst class is: 652. (5) Reactant: [Cl:1][C:2]1[N:7]=[C:6]([NH:8][C:9]2[CH:14]=[CH:13][C:12]([F:15])=[CH:11][CH:10]=2)[N:5]=[C:4]([NH:16][C:17]2[CH:22]=[CH:21][CH:20]=[CH:19][CH:18]=2)[N:3]=1.[CH:23]([N:26](C(C)C)CC)([CH3:25])[CH3:24].C(N)(C)C.C(OC(=O)C)C.Cl. Product: [ClH:1].[F:15][C:12]1[CH:13]=[CH:14][C:9]([NH:8][C:6]2[N:7]=[C:2]([NH:26][CH:23]([CH3:25])[CH3:24])[N:3]=[C:4]([NH:16][C:17]3[CH:22]=[CH:21][CH:20]=[CH:19][CH:18]=3)[N:5]=2)=[CH:10][CH:11]=1. The catalyst class is: 647. (6) Reactant: [F:1][C:2]([F:14])([F:13])[C:3]1[C:4]([CH3:12])=[C:5]([CH:9]=[CH:10][CH:11]=1)[C:6](O)=[O:7].C(Cl)(=O)C([Cl:18])=O.CN(C)C=O. Product: [F:1][C:2]([F:14])([F:13])[C:3]1[C:4]([CH3:12])=[C:5]([CH:9]=[CH:10][CH:11]=1)[C:6]([Cl:18])=[O:7]. The catalyst class is: 7. (7) Reactant: [CH3:1][O:2][C:3]1[CH:4]=[C:5]([C:15]2[N:16]=[C:17]3[C:23]([C:24](=[O:29])[C:25]([CH3:28])([CH3:27])[CH3:26])=[CH:22][NH:21][C:18]3=[N:19][CH:20]=2)[CH:6]=[C:7]([N:9]2[CH2:14][CH2:13][S:12][CH2:11][CH2:10]2)[CH:8]=1.C1C=C(Cl)C=C(C(OO)=[O:38])C=1. Product: [CH3:1][O:2][C:3]1[CH:4]=[C:5]([C:15]2[N:16]=[C:17]3[C:23]([C:24](=[O:29])[C:25]([CH3:26])([CH3:28])[CH3:27])=[CH:22][NH:21][C:18]3=[N:19][CH:20]=2)[CH:6]=[C:7]([N:9]2[CH2:10][CH2:11][S:12](=[O:38])[CH2:13][CH2:14]2)[CH:8]=1. The catalyst class is: 61.